Dataset: Reaction yield outcomes from USPTO patents with 853,638 reactions. Task: Predict the reaction yield, written as a fraction of the theoretical maximum amount of product (1.0 means a 100% yield; for example, 0.34 means a 34% yield). (1) The reactants are [Br:1][C:2]1[CH:7]=[CH:6][C:5]([SH:8])=[CH:4][CH:3]=1.[CH3:9][C:10]([CH3:13])([O-])C.[K+].C1(Br)CC1.O. The catalyst is CS(C)=O. The product is [Br:1][C:2]1[CH:7]=[CH:6][C:5]([S:8][CH:13]2[CH2:10][CH2:9]2)=[CH:4][CH:3]=1. The yield is 0.720. (2) The reactants are FC(F)(F)C(O)=O.[CH3:8][O:9][C:10]1[CH:11]=[C:12]2[C:17](=[CH:18][C:19]=1[O:20][CH3:21])[N:16]=[CH:15][N:14]=[C:13]2[N:22]1[CH2:27][CH2:26][CH:25]([NH2:28])[CH2:24][CH2:23]1.[CH:29]([C:32]1[CH:37]=[CH:36][C:35]([CH2:38][C:39](O)=[O:40])=[CH:34][CH:33]=1)([CH3:31])[CH3:30].C1C=CC2N(O)N=NC=2C=1.CN(C(ON1N=NC2C=CC=CC1=2)=[N+](C)C)C.F[P-](F)(F)(F)(F)F.CCN(C(C)C)C(C)C. The catalyst is C1COCC1. The product is [CH3:8][O:9][C:10]1[CH:11]=[C:12]2[C:17](=[CH:18][C:19]=1[O:20][CH3:21])[N:16]=[CH:15][N:14]=[C:13]2[N:22]1[CH2:23][CH2:24][CH:25]([NH:28][C:39](=[O:40])[CH2:38][C:35]2[CH:36]=[CH:37][C:32]([CH:29]([CH3:30])[CH3:31])=[CH:33][CH:34]=2)[CH2:26][CH2:27]1. The yield is 0.671. (3) The reactants are [CH2:1]([C@H:5]1[C@H:13]([CH3:14])[O:12][C:11](=[O:15])[C@@H:10]([NH:16][C:17](=[O:23])[O:18][C:19]([CH3:22])([CH3:21])[CH3:20])[CH2:9][CH2:8][CH2:7][C@@H:6]1[OH:24])[CH2:2][CH2:3][CH3:4].[C:25](Cl)(=[O:29])[CH:26]([CH3:28])[CH3:27]. The catalyst is N1C=CC=CC=1.CN(C1C=CN=CC=1)C. The product is [C:25]([O:24][C@H:6]1[CH2:7][CH2:8][CH2:9][C@H:10]([NH:16][C:17]([O:18][C:19]([CH3:22])([CH3:21])[CH3:20])=[O:23])[C:11](=[O:15])[O:12][C@@H:13]([CH3:14])[C@@H:5]1[CH2:1][CH2:2][CH2:3][CH3:4])(=[O:29])[CH:26]([CH3:28])[CH3:27]. The yield is 0.560. (4) The reactants are [CH3:1][C:2]1[CH:11]=[C:10]([N:12]2[CH2:17][CH2:16][NH:15][CH2:14][CH2:13]2)[C:9]2[C:4](=[CH:5][CH:6]=[CH:7][CH:8]=2)[N:3]=1.[C:18](Cl)(=[O:23])/[CH:19]=[CH:20]/[CH2:21][CH3:22]. The catalyst is ClCCl. The product is [CH3:1][C:2]1[CH:11]=[C:10]([N:12]2[CH2:17][CH2:16][N:15]([C:18](=[O:23])/[CH:19]=[CH:20]/[CH2:21][CH3:22])[CH2:14][CH2:13]2)[C:9]2[C:4](=[CH:5][CH:6]=[CH:7][CH:8]=2)[N:3]=1. The yield is 0.880. (5) The reactants are C([O-])=O.[NH4+].[F:5][C:6]1[CH:31]=[C:30]([NH:32][CH2:33]CC2C=CC=CC=2)[CH:29]=[CH:28][C:7]=1[C:8]([NH:10][C@H:11]([C:21]([O:23][C:24]([CH3:27])([CH3:26])[CH3:25])=[O:22])[CH2:12][CH2:13][C:14]([O:16][C:17]([CH3:20])([CH3:19])[CH3:18])=[O:15])=[O:9]. The catalyst is [Pd].CO. The product is [F:5][C:6]1[CH:31]=[C:30]([NH:32][CH3:33])[CH:29]=[CH:28][C:7]=1[C:8]([NH:10][C@H:11]([C:21]([O:23][C:24]([CH3:26])([CH3:27])[CH3:25])=[O:22])[CH2:12][CH2:13][C:14]([O:16][C:17]([CH3:18])([CH3:19])[CH3:20])=[O:15])=[O:9]. The yield is 0.960. (6) The reactants are C(O[C:4]([C:6]1[C:11]([Cl:12])=[C:10](Cl)[N:9]=[CH:8][N:7]=1)=[O:5])C.C(O[C:19](=[O:26])[NH:20][C@H:21]1[CH2:25][CH2:24][NH:23][CH2:22]1)(C)(C)C.[OH-].[NH4+:28].C(O)(=O)[CH:30]=[CH2:31]. No catalyst specified. The product is [C:19]([NH:20][C@H:21]1[CH2:25][CH2:24][N:23]([C:10]2[N:9]=[CH:8][N:7]=[C:6]([C:4]([NH2:28])=[O:5])[C:11]=2[Cl:12])[CH2:22]1)(=[O:26])[CH:30]=[CH2:31]. The yield is 0.550.